This data is from Forward reaction prediction with 1.9M reactions from USPTO patents (1976-2016). The task is: Predict the product of the given reaction. Given the reactants [Br:1][C:2]1[CH:8]=[CH:7][C:5]([NH2:6])=[CH:4][C:3]=1[O:9][CH3:10].[CH3:11][C:12]1([CH3:20])[O:17][C:16](=[O:18])[CH2:15][C:14](=[O:19])[O:13]1.[CH:21](OCC)(OCC)OCC, predict the reaction product. The product is: [Br:1][C:2]1[CH:8]=[CH:7][C:5]([NH:6][CH:21]=[C:15]2[C:16](=[O:18])[O:17][C:12]([CH3:20])([CH3:11])[O:13][C:14]2=[O:19])=[CH:4][C:3]=1[O:9][CH3:10].